Dataset: Peptide-MHC class I binding affinity with 185,985 pairs from IEDB/IMGT. Task: Regression. Given a peptide amino acid sequence and an MHC pseudo amino acid sequence, predict their binding affinity value. This is MHC class I binding data. (1) The peptide sequence is FLRDNRAVL. The MHC is HLA-A02:01 with pseudo-sequence HLA-A02:01. The binding affinity (normalized) is 0.0847. (2) The peptide sequence is AEHDPWWAV. The MHC is HLA-B35:01 with pseudo-sequence HLA-B35:01. The binding affinity (normalized) is 0.0847. (3) The peptide sequence is WQQIGLVEV. The MHC is HLA-A26:01 with pseudo-sequence HLA-A26:01. The binding affinity (normalized) is 0.0847.